Dataset: Reaction yield outcomes from USPTO patents with 853,638 reactions. Task: Predict the reaction yield, written as a fraction of the theoretical maximum amount of product (1.0 means a 100% yield; for example, 0.34 means a 34% yield). (1) The catalyst is CO.O. The reactants are C[O:2][C:3]([CH:5]1[CH2:9][C:8](=[CH2:10])[CH2:7][CH:6]1[NH:11][C:12]([O:14][C:15]([CH3:18])([CH3:17])[CH3:16])=[O:13])=[O:4].O[Li].O. The yield is 0.930. The product is [C:15]([O:14][C:12]([NH:11][CH:6]1[CH2:7][C:8](=[CH2:10])[CH2:9][CH:5]1[C:3]([OH:4])=[O:2])=[O:13])([CH3:18])([CH3:16])[CH3:17]. (2) The reactants are C[O:2][C:3]([C:5]1[CH:10]=[CH:9][C:8]([C:11]2[CH:16]=[C:15]([Cl:17])[C:14]([CH2:18][C@@H:19]3[CH2:23][CH2:22][N:21]([N:24]4[CH2:29][CH2:28][CH:27]([O:30][Si:31]([CH:38]([CH3:40])[CH3:39])([CH:35]([CH3:37])[CH3:36])[CH:32]([CH3:34])[CH3:33])[CH2:26][CH2:25]4)[C:20]3=[O:41])=[C:13]([Cl:42])[CH:12]=2)=[CH:7][CH:6]=1)=[O:4].[Li+].[OH-]. The catalyst is C1COCC1.CO. The product is [Cl:17][C:15]1[CH:16]=[C:11]([C:8]2[CH:9]=[CH:10][C:5]([C:3]([OH:4])=[O:2])=[CH:6][CH:7]=2)[CH:12]=[C:13]([Cl:42])[C:14]=1[CH2:18][C@@H:19]1[CH2:23][CH2:22][N:21]([N:24]2[CH2:25][CH2:26][CH:27]([O:30][Si:31]([CH:32]([CH3:33])[CH3:34])([CH:38]([CH3:40])[CH3:39])[CH:35]([CH3:37])[CH3:36])[CH2:28][CH2:29]2)[C:20]1=[O:41]. The yield is 0.970.